Dataset: Forward reaction prediction with 1.9M reactions from USPTO patents (1976-2016). Task: Predict the product of the given reaction. The product is: [C:3]([O:7][C:8]([N:10]1[CH2:16][CH2:15][CH2:14][N:13]([C:17]2[CH:22]=[CH:21][C:20]([NH:23][S:24]([C:27]3[CH:32]=[CH:31][CH:30]=[CH:29][CH:28]=3)(=[O:25])=[O:26])=[C:19]([N:33]([CH3:43])[S:34]([C:37]3[CH:42]=[CH:41][CH:40]=[CH:39][CH:38]=3)(=[O:35])=[O:36])[CH:18]=2)[CH2:12][CH2:11]1)=[O:9])([CH3:6])([CH3:4])[CH3:5]. Given the reactants CI.[C:3]([O:7][C:8]([N:10]1[CH2:16][CH2:15][CH2:14][N:13]([C:17]2[CH:22]=[CH:21][C:20]([NH:23][S:24]([C:27]3[CH:32]=[CH:31][CH:30]=[CH:29][CH:28]=3)(=[O:26])=[O:25])=[C:19]([NH:33][S:34]([C:37]3[CH:42]=[CH:41][CH:40]=[CH:39][CH:38]=3)(=[O:36])=[O:35])[CH:18]=2)[CH2:12][CH2:11]1)=[O:9])([CH3:6])([CH3:5])[CH3:4].[C:43]([O-])([O-])=O.[K+].[K+], predict the reaction product.